The task is: Predict which catalyst facilitates the given reaction.. This data is from Catalyst prediction with 721,799 reactions and 888 catalyst types from USPTO. (1) Reactant: C(N(CC)CC)C.[C:8]([C:10]1[CH:18]=[CH:17][C:13]([C:14]([OH:16])=O)=[C:12]([F:19])[CH:11]=1)#[N:9].F[P-](F)(F)(F)(F)F.C[N+](C)=C(N(C)C)ON1C2N=CC=CC=2N=N1.[CH3:44][C@H:45]1[NH:50][CH2:49][CH2:48][N:47]([C:51]([O:53][C:54]([CH3:57])([CH3:56])[CH3:55])=[O:52])[CH2:46]1. Product: [C:8]([C:10]1[CH:18]=[CH:17][C:13]([C:14]([N:50]2[CH2:49][CH2:48][N:47]([C:51]([O:53][C:54]([CH3:57])([CH3:56])[CH3:55])=[O:52])[CH2:46][C@H:45]2[CH3:44])=[O:16])=[C:12]([F:19])[CH:11]=1)#[N:9]. The catalyst class is: 299. (2) Reactant: [CH2:1]([O:8][C:9]([NH:11][C@H:12]1[CH2:17][CH2:16][C@@H:15]([NH:18][C:19](=[O:25])[O:20][C:21]([CH3:24])([CH3:23])[CH3:22])[CH2:14][C@H:13]1[C:26](=[S:28])[NH2:27])=[O:10])[C:2]1[CH:7]=[CH:6][CH:5]=[CH:4][CH:3]=1.Cl[CH2:30][C:31](=O)[CH3:32]. Product: [CH2:1]([O:8][C:9]([NH:11][C@H:12]1[CH2:17][CH2:16][C@@H:15]([NH:18][C:19](=[O:25])[O:20][C:21]([CH3:24])([CH3:23])[CH3:22])[CH2:14][C@H:13]1[C:26]1[S:28][CH:30]=[C:31]([CH3:32])[N:27]=1)=[O:10])[C:2]1[CH:3]=[CH:4][CH:5]=[CH:6][CH:7]=1. The catalyst class is: 48.